This data is from Reaction yield outcomes from USPTO patents with 853,638 reactions. The task is: Predict the reaction yield, written as a fraction of the theoretical maximum amount of product (1.0 means a 100% yield; for example, 0.34 means a 34% yield). The reactants are N[C:2]1[CH:3]=[C:4]([OH:11])[C:5](=[CH:9][CH:10]=1)[C:6]([OH:8])=[O:7].[BrH:12].N([O-])=O.[Na+].C(OCC)(=O)C. The catalyst is O. The product is [Br:12][C:2]1[CH:3]=[C:4]([OH:11])[C:5](=[CH:9][CH:10]=1)[C:6]([OH:8])=[O:7]. The yield is 0.730.